Dataset: Catalyst prediction with 721,799 reactions and 888 catalyst types from USPTO. Task: Predict which catalyst facilitates the given reaction. (1) Reactant: [NH2:1][C:2]12[CH2:11][CH:6]3[CH2:7][CH:8]([CH2:10][C:4]([NH:12][C:13]([C:15]4[CH:20]=[CH:19][CH:18]=[C:17]([CH3:21])[N:16]=4)=[O:14])([CH2:5]3)[CH2:3]1)[CH2:9]2.CCN(C(C)C)C(C)C.[CH3:31][N:32]1[CH:36]=[CH:35][C:34]([C:37](Cl)=[O:38])=[N:33]1. Product: [CH3:31][N:32]1[CH:36]=[CH:35][C:34]([C:37]([NH:1][C:2]23[CH2:11][CH:6]4[CH2:7][CH:8]([CH2:10][C:4]([NH:12][C:13]([C:15]5[CH:20]=[CH:19][CH:18]=[C:17]([CH3:21])[N:16]=5)=[O:14])([CH2:5]4)[CH2:3]2)[CH2:9]3)=[O:38])=[N:33]1. The catalyst class is: 2. (2) Reactant: F[C:2]1[CH:7]=[C:6]([CH3:8])[C:5]([N+:9]([O-:11])=[O:10])=[CH:4][C:3]=1[C:12]1[CH:13]=[CH:14][C:15](=[O:19])[N:16]([CH3:18])[CH:17]=1.[C:20]1([OH:26])[CH:25]=[CH:24][CH:23]=[CH:22][CH:21]=1.C(=O)([O-])[O-].[Cs+].[Cs+]. Product: [CH3:18][N:16]1[CH:17]=[C:12]([C:3]2[CH:4]=[C:5]([N+:9]([O-:11])=[O:10])[C:6]([CH3:8])=[CH:7][C:2]=2[O:26][C:20]2[CH:25]=[CH:24][CH:23]=[CH:22][CH:21]=2)[CH:13]=[CH:14][C:15]1=[O:19]. The catalyst class is: 16. (3) Reactant: [CH2:1]([C:3]1[S:36][C:6]2[N:7]([CH2:21][C:22]3[CH:27]=[CH:26][C:25]([C:28]4[C:29]([C:34]#[N:35])=[CH:30][CH:31]=[CH:32][CH:33]=4)=[CH:24][CH:23]=3)[C:8](=[O:20])[C:9]([CH2:12][CH2:13][C:14]3[CH:19]=[CH:18][CH:17]=[CH:16][CH:15]=3)=[C:10]([OH:11])[C:5]=2[CH:4]=1)[CH3:2].IC.[H-].[Na+].O1CCC[CH2:42]1. Product: [CH2:1]([C:3]1[S:36][C:6]2[N:7]([CH2:21][C:22]3[CH:23]=[CH:24][C:25]([C:28]4[C:29]([C:34]#[N:35])=[CH:30][CH:31]=[CH:32][CH:33]=4)=[CH:26][CH:27]=3)[C:8](=[O:20])[C:9]([CH3:42])([CH2:12][CH2:13][C:14]3[CH:15]=[CH:16][CH:17]=[CH:18][CH:19]=3)[C:10](=[O:11])[C:5]=2[CH:4]=1)[CH3:2]. The catalyst class is: 13. (4) Reactant: C([SiH](CC)CC)C.[CH3:8][O:9][C:10](=[O:51])/[C:11](/[NH:30][C:31](=[O:50])[C:32]1[CH:37]=[CH:36][C:35]([C:38]([NH:40][CH2:41][C:42]2[CH:47]=[CH:46][CH:45]=[C:44]([OH:48])[CH:43]=2)=[O:39])=[CH:34][C:33]=1[Cl:49])=[CH:12]/[C:13]1[S:17][C:16]([NH:18]C(OC(C)(C)C)=O)=[N:15][C:14]=1[C:26]([F:29])([F:28])[F:27].FC(F)(F)C(O)=O. Product: [CH3:8][O:9][C:10](=[O:51])/[C:11](/[NH:30][C:31](=[O:50])[C:32]1[CH:37]=[CH:36][C:35]([C:38]([NH:40][CH2:41][C:42]2[CH:47]=[CH:46][CH:45]=[C:44]([OH:48])[CH:43]=2)=[O:39])=[CH:34][C:33]=1[Cl:49])=[CH:12]/[C:13]1[S:17][C:16]([NH2:18])=[N:15][C:14]=1[C:26]([F:29])([F:28])[F:27]. The catalyst class is: 4. (5) Reactant: [Cl:1][C:2]1[NH:7][C:6](=[O:8])[N:5]([CH3:9])[C:4](=[O:10])[CH:3]=1.[CH3:11][O:12][C:13]1[CH:20]=[CH:19][C:16]([CH2:17]Cl)=[CH:15][CH:14]=1.C(=O)([O-])[O-].[K+].[K+]. Product: [Cl:1][C:2]1[N:7]([CH2:17][C:16]2[CH:19]=[CH:20][C:13]([O:12][CH3:11])=[CH:14][CH:15]=2)[C:6](=[O:8])[N:5]([CH3:9])[C:4](=[O:10])[CH:3]=1. The catalyst class is: 3. (6) Reactant: [C:1]([O-:4])(=[O:3])C.[O:5]=[C:6]1[C@@H:9]([NH3+:10])[CH2:8][NH:7]1.[CH3:11]CN(C(C)C)C(C)C.[C:20]1([C:26]2[N:31]=[CH:30][C:29](C3C=CN(C([O-])=O)C(=O)C=3C)=[CH:28][N:27]=2)[CH:25]=[CH:24][CH:23]=[CH:22][CH:21]=1.C([O-])(O)=O.[Na+]. Product: [C:20]1([C:26]2[N:27]=[CH:28][C:29]([O:4][C:1](=[O:3])[N:10]([CH3:11])[C@H:9]3[CH2:8][NH:7][C:6]3=[O:5])=[CH:30][N:31]=2)[CH:21]=[CH:22][CH:23]=[CH:24][CH:25]=1. The catalyst class is: 91. (7) The catalyst class is: 13. Reactant: [F:1][C:2]([F:33])([F:32])[C:3]1[CH:4]=[C:5]([CH:25]=[C:26]([C:28]([F:31])([F:30])[F:29])[CH:27]=1)[CH2:6][N:7]([CH3:24])[C:8](=[O:23])[C:9]1[C:14]([C:15]2[CH:20]=[CH:19][CH:18]=[CH:17][C:16]=2[CH3:21])=[CH:13][C:12](Cl)=[N:11][CH:10]=1.CC(=O)CC.[IH:39].C(=O)(O)[O-].[Na+]. Product: [F:1][C:2]([F:33])([F:32])[C:3]1[CH:4]=[C:5]([CH:25]=[C:26]([C:28]([F:31])([F:30])[F:29])[CH:27]=1)[CH2:6][N:7]([CH3:24])[C:8](=[O:23])[C:9]1[C:14]([C:15]2[CH:20]=[CH:19][CH:18]=[CH:17][C:16]=2[CH3:21])=[CH:13][C:12]([I:39])=[N:11][CH:10]=1. (8) Reactant: [CH2:1]([C:3]1[CH:7]=[C:6]([C:8]([O:10]CC)=[O:9])[NH:5][N:4]=1)[CH3:2].[OH-].[Na+]. Product: [CH2:1]([C:3]1[CH:7]=[C:6]([C:8]([OH:10])=[O:9])[NH:5][N:4]=1)[CH3:2]. The catalyst class is: 5. (9) Reactant: C(OC([N:11]1[CH2:16][CH2:15][CH:14]([CH2:17][NH:18][C:19]2[C:24](Cl)=[C:23](Cl)[N:22]=[N:21][CH:20]=2)[CH2:13][CH2:12]1)=O)C1C=CC=CC=1. Product: [N:22]1[CH:23]=[CH:24][C:19]([NH:18][CH2:17][CH:14]2[CH2:13][CH2:12][NH:11][CH2:16][CH2:15]2)=[CH:20][N:21]=1. The catalyst class is: 29. (10) Reactant: C(O)(C(F)(F)F)=O.[Cl:8][C:9]1[CH:14]=[CH:13][CH:12]=[C:11]([Cl:15])[C:10]=1[N:16]1[CH:45]=[C:44]([C:46]2[CH:47]=[N:48][CH:49]=[CH:50][CH:51]=2)[C:19]2[N:20]=[C:21]([NH:24][C:25]3[CH:30]=[CH:29][C:28]([N:31]4[CH2:36][CH2:35][N:34](C(OC(C)(C)C)=O)[CH2:33][CH2:32]4)=[CH:27][CH:26]=3)[N:22]=[CH:23][C:18]=2[C:17]1=[O:52]. The catalyst class is: 2. Product: [Cl:8][C:9]1[CH:14]=[CH:13][CH:12]=[C:11]([Cl:15])[C:10]=1[N:16]1[CH:45]=[C:44]([C:46]2[CH:47]=[N:48][CH:49]=[CH:50][CH:51]=2)[C:19]2[N:20]=[C:21]([NH:24][C:25]3[CH:26]=[CH:27][C:28]([N:31]4[CH2:32][CH2:33][NH:34][CH2:35][CH2:36]4)=[CH:29][CH:30]=3)[N:22]=[CH:23][C:18]=2[C:17]1=[O:52].